From a dataset of Full USPTO retrosynthesis dataset with 1.9M reactions from patents (1976-2016). Predict the reactants needed to synthesize the given product. (1) Given the product [CH3:8][C:9]1[CH:25]=[C:24]([C:26]2[CH:31]=[CH:30][N:29]=[CH:28][CH:27]=2)[CH:23]=[C:22]([CH3:32])[C:10]=1[O:11][C:12]1[C:13]2[NH:21][N:20]=[N:19][C:14]=2[N:15]=[C:16]([NH:33][C:34]2[CH:41]=[CH:40][C:37]([C:38]#[N:39])=[CH:36][CH:35]=2)[N:17]=1, predict the reactants needed to synthesize it. The reactants are: FC(F)(F)C(O)=O.[CH3:8][C:9]1[CH:25]=[C:24]([C:26]2[CH:31]=[CH:30][N:29]=[CH:28][CH:27]=2)[CH:23]=[C:22]([CH3:32])[C:10]=1[O:11][C:12]1[C:13]2[NH:21][N:20]=[N:19][C:14]=2[N:15]=[C:16](Cl)[N:17]=1.[NH2:33][C:34]1[CH:41]=[CH:40][C:37]([C:38]#[N:39])=[CH:36][CH:35]=1.FC(F)(F)CO. (2) Given the product [C:2]12([CH2:12][CH2:13][NH2:14])[CH2:9][CH:8]3[CH2:7][CH:6]([CH2:5][CH:4]([CH2:10]3)[CH2:3]1)[CH2:11]2, predict the reactants needed to synthesize it. The reactants are: Cl.[C:2]12([CH2:12][CH2:13][NH2:14])[CH2:11][CH:6]3[CH2:7][CH:8]([CH2:10][CH:4]([CH2:5]3)[CH2:3]1)[CH2:9]2. (3) Given the product [CH:4]([C:3]1[CH:2]=[CH:8][CH:9]=[C:10]2[CH2:13][CH2:12][C:11]=12)=[CH2:5], predict the reactants needed to synthesize it. The reactants are: [Li][CH2:2][CH2:3][CH2:4][CH3:5].C1[C:11]2[CH:12]=[CH:13][C:10]=2[CH:9]=[C:8](C=O)C=1.[NH4+].[Cl-].C([O-])(O)=O.[Na+]. (4) The reactants are: Cl.[NH2:2][CH2:3][CH2:4][C:5]1[C:13]2[C:8](=[CH:9][CH:10]=[CH:11][CH:12]=2)[NH:7][CH:6]=1.[CH:14](=O)[C:15]1[CH:20]=[CH:19][CH:18]=[CH:17][CH:16]=1.C(O)(C(F)(F)F)=O.N#N. Given the product [C:15]1([CH:14]2[C:6]3[NH:7][C:8]4[C:13](=[CH:12][CH:11]=[CH:10][CH:9]=4)[C:5]=3[CH2:4][CH2:3][NH:2]2)[CH:20]=[CH:19][CH:18]=[CH:17][CH:16]=1, predict the reactants needed to synthesize it. (5) Given the product [I:1][CH2:2][C:3]1[N:4]=[C:5]([C:14]2[CH:19]=[CH:18][CH:17]=[C:16]([O:30][C:29]([F:40])([F:39])[F:28])[CH:15]=2)[O:6][C:7]=1[CH3:8], predict the reactants needed to synthesize it. The reactants are: [I:1][CH2:2][C:3]1[N:4]=[C:5]([C:14]2[CH:19]=[CH:18][C:17](C)=[CH:16][CH:15]=2)[O:6][C:7]=1[C:8]1C=CC=CC=1.C/C(/C(C)=O)=N\O.[F:28][C:29]([F:40])([F:39])[O:30]C1C=C(C=CC=1)C=O. (6) Given the product [CH2:1]([C:3]1[CH:12]=[CH:11][C:10]2[C:5](=[CH:6][CH:7]=[CH:8][CH:9]=2)[C:4]=1[CH2:13][CH3:14])[CH3:2], predict the reactants needed to synthesize it. The reactants are: [CH2:1]([C:3]1[CH:12]=[CH:11][C:10]2[C:5](=[CH:6][CH:7]=[CH:8][CH:9]=2)[CH:4]=1)[CH3:2].[CH:13]1C=CC=C[CH:14]=1. (7) Given the product [ClH:1].[Cl:1][C:31]1[CH:30]=[CH:29][C:28]2[N:24]([CH:37]=[C:36]([C:48]([NH:47][C@@H:50]3[CH2:17][CH2:18][CH2:19][CH2:20][C@@H:15]3[NH:14][C:12]([C:10]3[S:11][C:5]4[CH2:4][N:3]([CH3:2])[CH2:8][CH2:7][C:6]=4[N:9]=3)=[O:13])=[O:49])[N:35]=2)[CH:32]=1, predict the reactants needed to synthesize it. The reactants are: [ClH:1].[CH3:2][N:3]1[CH2:8][CH2:7][C:6]2[N:9]=[C:10]([C:12]([NH:14][C@@H:15]3[CH2:20][CH2:19][CH2:18][CH2:17][C@@H]3N)=[O:13])[S:11][C:5]=2[CH2:4]1.O.O[N:24]1[C:28]2[CH:29]=[CH:30][CH:31]=[CH:32]C=2N=N1.Cl.C[N:35](C)[CH2:36][CH2:37]CN=C=NCC.Cl.C[N:47]([CH3:50])[CH:48]=[O:49].